From a dataset of Forward reaction prediction with 1.9M reactions from USPTO patents (1976-2016). Predict the product of the given reaction. (1) Given the reactants C[O:2][C:3]1[C:4]([CH3:41])=[C:5]([C:32]([O:39]C)=[C:33]([O:37][CH3:38])[C:34]=1[O:35][CH3:36])[CH2:6][C:7]1[CH:8]=[CH:9][C:10]([C:26]2[CH:31]=[CH:30][N:29]=[CH:28][CH:27]=2)=[C:11]([CH:25]=1)[C:12]([NH:14][C:15]1[CH:20]=[CH:19][C:18]([C:21]([F:24])([F:23])[F:22])=[CH:17][CH:16]=1)=[O:13].O=[N+]([O-])[O-].[O-][N+](=O)[O-].[O-][N+](=O)[O-].[O-][N+](=O)[O-].[O-][N+](=O)[O-].[O-][N+](=O)[O-].[Ce+4].[NH4+].[NH4+], predict the reaction product. The product is: [CH3:36][O:35][C:34]1[C:3](=[O:2])[C:4]([CH3:41])=[C:5]([CH2:6][C:7]2[CH:8]=[CH:9][C:10]([C:26]3[CH:27]=[CH:28][N:29]=[CH:30][CH:31]=3)=[C:11]([CH:25]=2)[C:12]([NH:14][C:15]2[CH:16]=[CH:17][C:18]([C:21]([F:23])([F:24])[F:22])=[CH:19][CH:20]=2)=[O:13])[C:32](=[O:39])[C:33]=1[O:37][CH3:38]. (2) Given the reactants [CH2:1]([O:4][CH2:5][C:6]1[CH:11]=[C:10]([Cl:12])[C:9]([CH2:13][C:14]2[CH:19]=[CH:18][C:17]([CH2:20][CH3:21])=[CH:16][CH:15]=2)=[CH:8][C:7]=1[C@H:22]1[C@H:27]([O:28][CH2:29][C:30]2[CH:35]=[CH:34][CH:33]=[CH:32][CH:31]=2)[C@@H:26]([O:36][CH2:37][C:38]2[CH:43]=[CH:42][CH:41]=[CH:40][CH:39]=2)[C@H:25]([O:44][CH2:45][C:46]2[CH:51]=[CH:50][CH:49]=[CH:48][CH:47]=2)[C@@H:24]([CH2:52][O:53][CH2:54][C:55]2[CH:60]=[CH:59][CH:58]=[CH:57][CH:56]=2)[O:23]1)[CH:2]=[CH2:3].CN(C=[O:65])C, predict the reaction product. The product is: [Cl:12][C:10]1[C:9]([CH2:13][C:14]2[CH:15]=[CH:16][C:17]([CH2:20][CH3:21])=[CH:18][CH:19]=2)=[CH:8][C:7]([C@H:22]2[C@H:27]([O:28][CH2:29][C:30]3[CH:35]=[CH:34][CH:33]=[CH:32][CH:31]=3)[C@@H:26]([O:36][CH2:37][C:38]3[CH:39]=[CH:40][CH:41]=[CH:42][CH:43]=3)[C@H:25]([O:44][CH2:45][C:46]3[CH:51]=[CH:50][CH:49]=[CH:48][CH:47]=3)[C@@H:24]([CH2:52][O:53][CH2:54][C:55]3[CH:60]=[CH:59][CH:58]=[CH:57][CH:56]=3)[O:23]2)=[C:6]([CH:11]=1)[CH2:5][O:4][CH2:1][C:2](=[O:65])[CH3:3]. (3) Given the reactants C[O:2][C:3]1[CH:18]=[CH:17][C:6]2[C:7]([C:11]3[CH:16]=[CH:15][CH:14]=[CH:13][CH:12]=3)=[C:8]([CH3:10])[O:9][C:5]=2[CH:4]=1.Cl.N1C=CC=CC=1.Cl, predict the reaction product. The product is: [CH3:10][C:8]1[O:9][C:5]2[CH:4]=[C:3]([OH:2])[CH:18]=[CH:17][C:6]=2[C:7]=1[C:11]1[CH:16]=[CH:15][CH:14]=[CH:13][CH:12]=1. (4) Given the reactants [CH3:1][O:2][C:3]1[CH:4]=[C:5]2[C:10](=[CH:11][CH:12]=1)[N:9]=[C:8]([NH:13][CH:14]1[CH2:19][CH2:18][CH2:17][CH:16]([NH2:20])[CH2:15]1)[CH:7]=[C:6]2[CH3:21].[C:22]([N:25]1[C:33]2[C:28](=[CH:29][CH:30]=[CH:31][CH:32]=2)[C:27]([CH:34]=O)=[CH:26]1)(=[O:24])[CH3:23].C([BH3-])#N.[Na+], predict the reaction product. The product is: [C:22]([N:25]1[C:33]2[C:28](=[CH:29][CH:30]=[CH:31][CH:32]=2)[C:27]([CH2:34][NH:20][CH:16]2[CH2:17][CH2:18][CH2:19][CH:14]([NH:13][C:8]3[CH:7]=[C:6]([CH3:21])[C:5]4[C:10](=[CH:11][CH:12]=[C:3]([O:2][CH3:1])[CH:4]=4)[N:9]=3)[CH2:15]2)=[CH:26]1)(=[O:24])[CH3:23]. (5) Given the reactants [C:1]([N:8]1[CH2:13][CH2:12][CH:11]([C:14]([OH:16])=O)[CH2:10][CH2:9]1)([O:3][C:4]([CH3:7])([CH3:6])[CH3:5])=[O:2].C(Cl)CCl.[C:21]1([S:27]([C:30]2[CH:31]=[CH:32][C:33]([C:40]([F:43])([F:42])[F:41])=[C:34]([S:36]([NH2:39])(=[O:38])=[O:37])[CH:35]=2)(=[O:29])=[O:28])[CH:26]=[CH:25][CH:24]=[CH:23][CH:22]=1, predict the reaction product. The product is: [C:21]1([S:27]([C:30]2[CH:31]=[CH:32][C:33]([C:40]([F:42])([F:43])[F:41])=[C:34]([S:36]([NH:39][C:14]([CH:11]3[CH2:10][CH2:9][N:8]([C:1]([O:3][C:4]([CH3:5])([CH3:6])[CH3:7])=[O:2])[CH2:13][CH2:12]3)=[O:16])(=[O:38])=[O:37])[CH:35]=2)(=[O:29])=[O:28])[CH:22]=[CH:23][CH:24]=[CH:25][CH:26]=1. (6) Given the reactants Br[C:2]1[CH:3]=[CH:4][C:5]([N:30]([CH2:38][C:39]([O:41][C:42]([CH3:45])([CH3:44])[CH3:43])=[O:40])[C:31]([O:33][C:34]([CH3:37])([CH3:36])[CH3:35])=[O:32])=[N:6][C:7]=1[CH:8]([CH2:19][C:20]1[CH:25]=[CH:24][C:23]([O:26][CH:27]([F:29])[F:28])=[CH:22][CH:21]=1)[NH:9][S:10]([C:13]1[CH:14]=[N:15][CH:16]=[CH:17][CH:18]=1)(=[O:12])=[O:11].C(N(CC)CC)C, predict the reaction product. The product is: [C:34]([O:33][C:31]([N:30]([CH2:38][C:39]([O:41][C:42]([CH3:45])([CH3:44])[CH3:43])=[O:40])[C:5]1[CH:4]=[CH:3][CH:2]=[C:7]([CH:8]([CH2:19][C:20]2[CH:21]=[CH:22][C:23]([O:26][CH:27]([F:28])[F:29])=[CH:24][CH:25]=2)[NH:9][S:10]([C:13]2[CH:14]=[N:15][CH:16]=[CH:17][CH:18]=2)(=[O:12])=[O:11])[N:6]=1)=[O:32])([CH3:36])([CH3:37])[CH3:35].